From a dataset of Forward reaction prediction with 1.9M reactions from USPTO patents (1976-2016). Predict the product of the given reaction. (1) Given the reactants [CH3:1][O:2][C:3](=[O:19])[CH:4]=[CH:5][C:6]1[CH:11]=[CH:10][C:9]([O:12][CH2:13][C:14]([OH:16])=O)=[C:8]([O:17][CH3:18])[CH:7]=1.ON1C(=O)CCC1=O.C(N=C=NCCCN(C)C)C.[CH3:39][C:40]([O:43][C:44]([NH:46][CH2:47][CH2:48][O:49][CH2:50][CH2:51][O:52][CH2:53][CH2:54][NH2:55])=[O:45])([CH3:42])[CH3:41], predict the reaction product. The product is: [CH3:1][O:2][C:3](=[O:19])[CH:4]=[CH:5][C:6]1[CH:11]=[CH:10][C:9]([O:12][CH2:13][C:14](=[O:16])[NH:55][CH2:54][CH2:53][O:52][CH2:51][CH2:50][O:49][CH2:48][CH2:47][NH:46][C:44]([O:43][C:40]([CH3:42])([CH3:41])[CH3:39])=[O:45])=[C:8]([O:17][CH3:18])[CH:7]=1. (2) Given the reactants [C:1]1([CH:7]([CH2:10][CH2:11][CH3:12])C=O)[CH:6]=[CH:5][CH:4]=[CH:3][CH:2]=1.[C:13]([NH:17][OH:18])([CH3:16])([CH3:15])[CH3:14].[CH3:19]O, predict the reaction product. The product is: [C:13]([N+:17]([O-:18])=[CH:19][CH2:12][CH2:11][CH2:10][CH2:7][C:1]1[CH:2]=[CH:3][CH:4]=[CH:5][CH:6]=1)([CH3:16])([CH3:15])[CH3:14]. (3) Given the reactants [CH2:1]([C@H:8]([C@H:12]([OH:16])[C:13]([OH:15])=[O:14])[C:9]([OH:11])=[O:10])[C:2]1[CH:7]=[CH:6][CH:5]=[CH:4][CH:3]=1.CO[C:19](OC)([CH3:21])[CH3:20], predict the reaction product. The product is: [CH3:20][C:19]1([CH3:21])[O:16][C@@H:12]([C@@H:8]([CH2:1][C:2]2[CH:3]=[CH:4][CH:5]=[CH:6][CH:7]=2)[C:9]([OH:11])=[O:10])[C:13](=[O:15])[O:14]1. (4) Given the reactants [CH3:1][O:2][C:3]1[CH:8]=[CH:7][C:6]([CH2:9][N:10]2[C:18]3[C:17]([C:19]([O:21][CH2:22][CH3:23])=[O:20])=[CH:16][NH:15][C:14](=O)[C:13]=3[CH:12]=[CH:11]2)=[CH:5][CH:4]=1.P(Cl)([Cl:34])(OC1C=CC=CC=1)=O, predict the reaction product. The product is: [Cl:34][C:14]1[C:13]2[CH:12]=[CH:11][N:10]([CH2:9][C:6]3[CH:7]=[CH:8][C:3]([O:2][CH3:1])=[CH:4][CH:5]=3)[C:18]=2[C:17]([C:19]([O:21][CH2:22][CH3:23])=[O:20])=[CH:16][N:15]=1. (5) Given the reactants Br[C:2]1[CH:20]=[CH:19][C:5]([C:6]([NH:8][C:9]2[CH:10]=[N:11][C:12]([C:15]([F:18])([F:17])[F:16])=[CH:13][CH:14]=2)=[O:7])=[CH:4][N:3]=1.[CH3:21][O:22][C:23](=[O:46])[CH2:24][CH:25]1[CH2:30][CH2:29][CH:28]([C:31]2[CH:36]=[CH:35][C:34](B3OC(C)(C)C(C)(C)O3)=[CH:33][CH:32]=2)[CH2:27][CH2:26]1.C(=O)([O-])[O-].[Na+].[Na+], predict the reaction product. The product is: [CH3:21][O:22][C:23](=[O:46])[CH2:24][CH:25]1[CH2:26][CH2:27][CH:28]([C:31]2[CH:32]=[CH:33][C:34]([C:2]3[CH:20]=[CH:19][C:5]([C:6](=[O:7])[NH:8][C:9]4[CH:10]=[N:11][C:12]([C:15]([F:18])([F:17])[F:16])=[CH:13][CH:14]=4)=[CH:4][N:3]=3)=[CH:35][CH:36]=2)[CH2:29][CH2:30]1. (6) Given the reactants [CH3:1][C:2]1[N:7]=[C:6]2[S:8][C:9]3[CH2:14][CH2:13][CH2:12][CH2:11][C:10]=3[C:5]2=[C:4]([C:15]2[CH:20]=[CH:19][C:18]([CH3:21])=[CH:17][CH:16]=2)[C:3]=1[CH:22]([CH2:27][C:28](C)([CH3:30])[CH3:29])[C:23]([O:25]C)=[O:24].[OH-].[Na+], predict the reaction product. The product is: [CH3:1][C:2]1[N:7]=[C:6]2[S:8][C:9]3[CH2:14][CH2:13][CH2:12][CH2:11][C:10]=3[C:5]2=[C:4]([C:15]2[CH:16]=[CH:17][C:18]([CH3:21])=[CH:19][CH:20]=2)[C:3]=1[CH:22]([CH2:27][CH:28]([CH3:30])[CH3:29])[C:23]([OH:25])=[O:24]. (7) Given the reactants [CH3:1][N:2]1[CH:6]=[C:5]([C:7]2[CH:8]=[CH:9][C:10]3[N:11]([C:13]([CH2:16][C:17]4[CH:18]=[CH:19][C:20]5[N:21]([C:23]([CH:26]=[O:27])=[CH:24][N:25]=5)[CH:22]=4)=[CH:14][N:15]=3)[N:12]=2)[CH:4]=[N:3]1.O.[BH4-].[Na+], predict the reaction product. The product is: [CH3:1][N:2]1[CH:6]=[C:5]([C:7]2[CH:8]=[CH:9][C:10]3[N:11]([C:13]([CH2:16][C:17]4[CH:18]=[CH:19][C:20]5[N:21]([C:23]([CH2:26][OH:27])=[CH:24][N:25]=5)[CH:22]=4)=[CH:14][N:15]=3)[N:12]=2)[CH:4]=[N:3]1.